Dataset: hERG Central: cardiac toxicity at 1µM, 10µM, and general inhibition. Task: Predict hERG channel inhibition at various concentrations. (1) The molecule is O=C(Nc1cccc(S(=O)(=O)N2CCCCC2)c1)c1cc([N+](=O)[O-])ccc1N1CCOCC1. Results: hERG_inhib (hERG inhibition (general)): blocker. (2) The drug is Cc1c(C(=O)NNC(=O)c2ccncc2)oc2ccc(Br)cc12. Results: hERG_inhib (hERG inhibition (general)): blocker. (3) The compound is O=C(CSc1ccc([N+](=O)[O-])cc1)Nc1cccc(S(=O)(=O)Nc2ccccc2F)c1. Results: hERG_inhib (hERG inhibition (general)): blocker. (4) Results: hERG_inhib (hERG inhibition (general)): blocker. The compound is COc1ccc(N2CCN(C(=O)CCc3ccc(S(=O)(=O)NCC(C)C)cc3)CC2)cc1. (5) The compound is CSCC[C@H](NC(=O)COc1ccc(Cl)cc1)c1nc2ccccc2[nH]1. Results: hERG_inhib (hERG inhibition (general)): blocker. (6) The compound is COC(=O)C1=C(C)N(Cc2cccnc2)C(=O)/C1=C\c1cccs1. Results: hERG_inhib (hERG inhibition (general)): blocker. (7) The drug is CC1CN(C(=O)/C=C/c2ccc(SC(F)F)cc2)CC(C)O1. Results: hERG_inhib (hERG inhibition (general)): blocker.